Predict the reaction yield, written as a fraction of the theoretical maximum amount of product (1.0 means a 100% yield; for example, 0.34 means a 34% yield). From a dataset of Reaction yield outcomes from USPTO patents with 853,638 reactions. The reactants are [NH:1]1[CH:5]=[CH:4][N:3]=[CH:2]1.[H-].[Na+].Cl[CH:9]1[CH2:14][CH2:13][CH2:12][CH2:11][O:10]1.Cl.O1C=CCCC1. The catalyst is C1COCC1.CO. The product is [O:10]1[CH2:11][CH2:12][CH2:13][CH2:14][CH:9]1[N:1]1[CH:5]=[CH:4][N:3]=[CH:2]1. The yield is 0.760.